From a dataset of Full USPTO retrosynthesis dataset with 1.9M reactions from patents (1976-2016). Predict the reactants needed to synthesize the given product. Given the product [F:15][C:12]1[CH:13]=[C:14]2[C:9](=[CH:10][CH:11]=1)[O:8][CH2:7][CH2:6][C:5]2([CH3:16])[CH2:4][C:3]1([C:2]([F:1])([F:18])[F:19])[CH2:20][O:17]1, predict the reactants needed to synthesize it. The reactants are: [F:1][C:2]([F:19])([F:18])[C:3](=[O:17])[CH2:4][C:5]1([CH3:16])[C:14]2[C:9](=[CH:10][CH:11]=[C:12]([F:15])[CH:13]=2)[O:8][CH2:7][CH2:6]1.[CH3:20][S+](C)(C)=O.[H-].[Na+].[I-].C[S+](C)(C)=O.